From a dataset of Catalyst prediction with 721,799 reactions and 888 catalyst types from USPTO. Predict which catalyst facilitates the given reaction. (1) Product: [CH2:21]([O:20][CH2:19][CH2:18][N:14]1[CH2:15][CH2:16][CH2:17][C@@H:12]([CH2:10][OH:9])[CH2:13]1)[CH2:22][C:23]1[CH:28]=[CH:27][CH:26]=[CH:25][CH:24]=1. The catalyst class is: 7. Reactant: [H-].[Al+3].[Li+].[H-].[H-].[H-].C([O:9][C:10]([C@@H:12]1[CH2:17][CH2:16][CH2:15][N:14]([C:18](=O)[CH2:19][O:20][CH2:21][CH2:22][C:23]2[CH:28]=[CH:27][CH:26]=[CH:25][CH:24]=2)[CH2:13]1)=O)C. (2) Reactant: [CH:1]1[C:10]2[C:5](=[CH:6][CH:7]=[CH:8][CH:9]=2)[CH:4]=[CH:3][C:2]=1B(O)O.[Br:14][C:15]1[CH:16]=[C:17](I)[CH:18]=[CH:19][CH:20]=1.C(=O)([O-])[O-].[Na+].[Na+]. Product: [Br:14][C:15]1[CH:20]=[C:19]([C:2]2[CH:3]=[CH:4][C:5]3[C:10](=[CH:9][CH:8]=[CH:7][CH:6]=3)[CH:1]=2)[CH:18]=[CH:17][CH:16]=1. The catalyst class is: 206. (3) Reactant: [CH2:1]([C:5]1[CH:10]=[CH:9][C:8]([C:11]#[C:12][C:13]2[CH:45]=[CH:44][C:16]([CH2:17][N:18]([C:31]3[CH:43]=[CH:42][C:34]4[O:35]C(C)(C)[O:37][C:38](=[O:39])[C:33]=4[CH:32]=3)[C:19](=[O:30])[CH2:20][CH2:21][CH2:22][CH2:23][CH2:24][CH2:25][C:26]([O:28]C)=[O:27])=[CH:15][CH:14]=2)=[CH:7][CH:6]=1)[CH2:2][CH2:3][CH3:4].[OH-].[Na+]. The catalyst class is: 14. Product: [CH2:1]([C:5]1[CH:10]=[CH:9][C:8]([C:11]#[C:12][C:13]2[CH:45]=[CH:44][C:16]([CH2:17][N:18]([C:19](=[O:30])[CH2:20][CH2:21][CH2:22][CH2:23][CH2:24][CH2:25][C:26]([OH:28])=[O:27])[C:31]3[CH:43]=[CH:42][C:34]([OH:35])=[C:33]([CH:32]=3)[C:38]([OH:39])=[O:37])=[CH:15][CH:14]=2)=[CH:7][CH:6]=1)[CH2:2][CH2:3][CH3:4]. (4) Reactant: [NH3:1].[F:2][C:3]1[CH:8]=[CH:7][CH:6]=[C:5](F)[C:4]=1[N+:10]([O-:12])=[O:11].O. Product: [F:2][C:3]1[C:4]([N+:10]([O-:12])=[O:11])=[C:5]([CH:6]=[CH:7][CH:8]=1)[NH2:1]. The catalyst class is: 5.